From a dataset of Forward reaction prediction with 1.9M reactions from USPTO patents (1976-2016). Predict the product of the given reaction. Given the reactants [CH3:1][C:2]1[CH:10]=[C:9]([CH3:11])[CH:8]=[C:7]([CH3:12])[C:3]=1[C:4]([OH:6])=O.[CH3:13][CH:14]([NH2:19])[C:15]([CH3:18])([CH3:17])[CH3:16], predict the reaction product. The product is: [CH3:12][C:7]1[CH:8]=[C:9]([CH3:11])[CH:10]=[C:2]([CH3:1])[C:3]=1[C:4]([NH:19][CH:14]([CH3:13])[C:15]([CH3:18])([CH3:17])[CH3:16])=[O:6].